From a dataset of NCI-60 drug combinations with 297,098 pairs across 59 cell lines. Regression. Given two drug SMILES strings and cell line genomic features, predict the synergy score measuring deviation from expected non-interaction effect. (1) Drug 1: C1=CC(=C2C(=C1NCCNCCO)C(=O)C3=C(C=CC(=C3C2=O)O)O)NCCNCCO. Drug 2: C1CC(C1)(C(=O)O)C(=O)O.[NH2-].[NH2-].[Pt+2]. Cell line: HCC-2998. Synergy scores: CSS=22.1, Synergy_ZIP=-5.60, Synergy_Bliss=-4.73, Synergy_Loewe=-19.2, Synergy_HSA=-3.36. (2) Drug 1: CC1OCC2C(O1)C(C(C(O2)OC3C4COC(=O)C4C(C5=CC6=C(C=C35)OCO6)C7=CC(=C(C(=C7)OC)O)OC)O)O. Drug 2: C1C(C(OC1N2C=NC(=NC2=O)N)CO)O. Cell line: MDA-MB-231. Synergy scores: CSS=21.2, Synergy_ZIP=-6.44, Synergy_Bliss=-4.44, Synergy_Loewe=0.162, Synergy_HSA=0.483. (3) Drug 1: C1CN1P(=S)(N2CC2)N3CC3. Drug 2: CC1=C(C(=O)C2=C(C1=O)N3CC4C(C3(C2COC(=O)N)OC)N4)N. Cell line: KM12. Synergy scores: CSS=40.8, Synergy_ZIP=-2.69, Synergy_Bliss=-2.63, Synergy_Loewe=-27.1, Synergy_HSA=0.590. (4) Synergy scores: CSS=59.6, Synergy_ZIP=-4.45, Synergy_Bliss=-6.71, Synergy_Loewe=-13.4, Synergy_HSA=-2.18. Cell line: NCI-H226. Drug 1: CC=C1C(=O)NC(C(=O)OC2CC(=O)NC(C(=O)NC(CSSCCC=C2)C(=O)N1)C(C)C)C(C)C. Drug 2: CC1CCCC2(C(O2)CC(NC(=O)CC(C(C(=O)C(C1O)C)(C)C)O)C(=CC3=CSC(=N3)C)C)C. (5) Drug 1: C1=NC2=C(N=C(N=C2N1C3C(C(C(O3)CO)O)O)F)N. Drug 2: CCC1(C2=C(COC1=O)C(=O)N3CC4=CC5=C(C=CC(=C5CN(C)C)O)N=C4C3=C2)O.Cl. Cell line: OVCAR-4. Synergy scores: CSS=1.97, Synergy_ZIP=-2.18, Synergy_Bliss=-1.38, Synergy_Loewe=-3.91, Synergy_HSA=-2.67.